Dataset: NCI-60 drug combinations with 297,098 pairs across 59 cell lines. Task: Regression. Given two drug SMILES strings and cell line genomic features, predict the synergy score measuring deviation from expected non-interaction effect. (1) Drug 1: CC1=C2C(C(=O)C3(C(CC4C(C3C(C(C2(C)C)(CC1OC(=O)C(C(C5=CC=CC=C5)NC(=O)OC(C)(C)C)O)O)OC(=O)C6=CC=CC=C6)(CO4)OC(=O)C)OC)C)OC. Drug 2: C1=C(C(=O)NC(=O)N1)F. Cell line: NCI-H460. Synergy scores: CSS=86.4, Synergy_ZIP=9.25, Synergy_Bliss=5.77, Synergy_Loewe=8.16, Synergy_HSA=10.7. (2) Drug 1: C1CC(=O)NC(=O)C1N2CC3=C(C2=O)C=CC=C3N. Drug 2: CC1C(C(=O)NC(C(=O)N2CCCC2C(=O)N(CC(=O)N(C(C(=O)O1)C(C)C)C)C)C(C)C)NC(=O)C3=C4C(=C(C=C3)C)OC5=C(C(=O)C(=C(C5=N4)C(=O)NC6C(OC(=O)C(N(C(=O)CN(C(=O)C7CCCN7C(=O)C(NC6=O)C(C)C)C)C)C(C)C)C)N)C. Cell line: HOP-62. Synergy scores: CSS=8.30, Synergy_ZIP=-0.557, Synergy_Bliss=1.50, Synergy_Loewe=4.70, Synergy_HSA=3.05. (3) Drug 1: CC1=C(N=C(N=C1N)C(CC(=O)N)NCC(C(=O)N)N)C(=O)NC(C(C2=CN=CN2)OC3C(C(C(C(O3)CO)O)O)OC4C(C(C(C(O4)CO)O)OC(=O)N)O)C(=O)NC(C)C(C(C)C(=O)NC(C(C)O)C(=O)NCCC5=NC(=CS5)C6=NC(=CS6)C(=O)NCCC[S+](C)C)O. Drug 2: C1C(C(OC1N2C=NC(=NC2=O)N)CO)O. Cell line: M14. Synergy scores: CSS=27.2, Synergy_ZIP=-5.71, Synergy_Bliss=-0.274, Synergy_Loewe=-1.83, Synergy_HSA=0.735. (4) Drug 1: CC12CCC(CC1=CCC3C2CCC4(C3CC=C4C5=CN=CC=C5)C)O. Drug 2: CC(C)(C#N)C1=CC(=CC(=C1)CN2C=NC=N2)C(C)(C)C#N. Cell line: LOX IMVI. Synergy scores: CSS=48.2, Synergy_ZIP=14.1, Synergy_Bliss=15.2, Synergy_Loewe=17.4, Synergy_HSA=17.8. (5) Drug 1: C1CN1P(=S)(N2CC2)N3CC3. Drug 2: CC1=C(C(=O)C2=C(C1=O)N3CC4C(C3(C2COC(=O)N)OC)N4)N. Cell line: SNB-19. Synergy scores: CSS=42.9, Synergy_ZIP=-3.04, Synergy_Bliss=-0.420, Synergy_Loewe=3.13, Synergy_HSA=3.43. (6) Drug 1: CC(CN1CC(=O)NC(=O)C1)N2CC(=O)NC(=O)C2. Drug 2: CCC1(C2=C(COC1=O)C(=O)N3CC4=CC5=C(C=CC(=C5CN(C)C)O)N=C4C3=C2)O.Cl. Cell line: MOLT-4. Synergy scores: CSS=78.8, Synergy_ZIP=-3.83, Synergy_Bliss=-4.61, Synergy_Loewe=-4.28, Synergy_HSA=-1.55. (7) Drug 1: CCC1(CC2CC(C3=C(CCN(C2)C1)C4=CC=CC=C4N3)(C5=C(C=C6C(=C5)C78CCN9C7C(C=CC9)(C(C(C8N6C=O)(C(=O)OC)O)OC(=O)C)CC)OC)C(=O)OC)O.OS(=O)(=O)O. Drug 2: CC1=C(C=C(C=C1)NC(=O)C2=CC=C(C=C2)CN3CCN(CC3)C)NC4=NC=CC(=N4)C5=CN=CC=C5. Cell line: NCI/ADR-RES. Synergy scores: CSS=2.16, Synergy_ZIP=-3.20, Synergy_Bliss=-3.31, Synergy_Loewe=-3.11, Synergy_HSA=-2.12. (8) Drug 1: CC12CCC3C(C1CCC2=O)CC(=C)C4=CC(=O)C=CC34C. Drug 2: C1=CC(=CC=C1CCCC(=O)O)N(CCCl)CCCl. Cell line: IGROV1. Synergy scores: CSS=57.4, Synergy_ZIP=9.29, Synergy_Bliss=10.6, Synergy_Loewe=10.6, Synergy_HSA=12.0. (9) Drug 1: C1C(C(OC1N2C=NC3=C(N=C(N=C32)Cl)N)CO)O. Drug 2: CC1C(C(CC(O1)OC2CC(OC(C2O)C)OC3=CC4=CC5=C(C(=O)C(C(C5)C(C(=O)C(C(C)O)O)OC)OC6CC(C(C(O6)C)O)OC7CC(C(C(O7)C)O)OC8CC(C(C(O8)C)O)(C)O)C(=C4C(=C3C)O)O)O)O. Cell line: ACHN. Synergy scores: CSS=66.7, Synergy_ZIP=-0.998, Synergy_Bliss=-1.38, Synergy_Loewe=-6.56, Synergy_HSA=0.323. (10) Drug 1: CC1=C(C=C(C=C1)NC2=NC=CC(=N2)N(C)C3=CC4=NN(C(=C4C=C3)C)C)S(=O)(=O)N.Cl. Drug 2: CC12CCC(CC1=CCC3C2CCC4(C3CC=C4C5=CN=CC=C5)C)O. Cell line: CCRF-CEM. Synergy scores: CSS=16.3, Synergy_ZIP=-0.663, Synergy_Bliss=5.14, Synergy_Loewe=2.34, Synergy_HSA=4.70.